This data is from Forward reaction prediction with 1.9M reactions from USPTO patents (1976-2016). The task is: Predict the product of the given reaction. Given the reactants Cl.[F:2][C:3]([F:8])([F:7])[CH2:4][CH2:5][NH2:6].[C:9]([C:11]1[CH:19]=[CH:18][C:14]([C:15](O)=[O:16])=[CH:13][CH:12]=1)#[N:10].C(P1(=O)OP(CCC)(=O)OP(CCC)(=O)O1)CC.CCN(C(C)C)C(C)C, predict the reaction product. The product is: [C:9]([C:11]1[CH:19]=[CH:18][C:14]([C:15]([NH:6][CH2:5][CH2:4][C:3]([F:8])([F:7])[F:2])=[O:16])=[CH:13][CH:12]=1)#[N:10].